From a dataset of Forward reaction prediction with 1.9M reactions from USPTO patents (1976-2016). Predict the product of the given reaction. (1) Given the reactants Cl[C:2]1[N:7]=[CH:6][C:5]([C:8]([F:11])([F:10])[F:9])=[C:4]([Cl:12])[N:3]=1.CCOCC.[CH2:18]([O:20][P:21]([CH2:26][C:27]1[CH:32]=[CH:31][C:30]([NH2:33])=[C:29]([F:34])[CH:28]=1)(=[O:25])[O:22][CH2:23][CH3:24])[CH3:19].C(N(C(C)C)CC)(C)C, predict the reaction product. The product is: [Cl:12][C:4]1[C:5]([C:8]([F:11])([F:10])[F:9])=[CH:6][N:7]=[C:2]([NH:33][C:30]2[CH:31]=[CH:32][C:27]([CH2:26][P:21](=[O:25])([O:20][CH2:18][CH3:19])[O:22][CH2:23][CH3:24])=[CH:28][C:29]=2[F:34])[N:3]=1. (2) Given the reactants [Br:1][C:2]1[N:10]([CH2:11][C:12]2[CH:17]=[CH:16][C:15]([Cl:18])=[CH:14][CH:13]=2)[C:9]2[C:8](=[O:19])[NH:7][C:6](=[O:20])[N:5]([CH3:21])[C:4]=2[N:3]=1.Br[CH2:23][CH2:24][C:25]1([OH:28])[CH2:27][CH2:26]1.C(=O)([O-])[O-].[K+].[K+], predict the reaction product. The product is: [Br:1][C:2]1[N:10]([CH2:11][C:12]2[CH:13]=[CH:14][C:15]([Cl:18])=[CH:16][CH:17]=2)[C:9]2[C:8](=[O:19])[N:7]([CH2:23][CH2:24][C:25]3([OH:28])[CH2:27][CH2:26]3)[C:6](=[O:20])[N:5]([CH3:21])[C:4]=2[N:3]=1.